From a dataset of NCI-60 drug combinations with 297,098 pairs across 59 cell lines. Regression. Given two drug SMILES strings and cell line genomic features, predict the synergy score measuring deviation from expected non-interaction effect. (1) Drug 1: CC1=CC=C(C=C1)C2=CC(=NN2C3=CC=C(C=C3)S(=O)(=O)N)C(F)(F)F. Drug 2: C1=CC=C(C(=C1)C(C2=CC=C(C=C2)Cl)C(Cl)Cl)Cl. Cell line: UO-31. Synergy scores: CSS=-3.89, Synergy_ZIP=1.11, Synergy_Bliss=-1.49, Synergy_Loewe=-4.89, Synergy_HSA=-4.44. (2) Cell line: PC-3. Drug 1: CC1C(C(CC(O1)OC2CC(CC3=C2C(=C4C(=C3O)C(=O)C5=C(C4=O)C(=CC=C5)OC)O)(C(=O)C)O)N)O.Cl. Synergy scores: CSS=16.9, Synergy_ZIP=-6.37, Synergy_Bliss=0.202, Synergy_Loewe=-3.34, Synergy_HSA=0.896. Drug 2: CC(C1=C(C=CC(=C1Cl)F)Cl)OC2=C(N=CC(=C2)C3=CN(N=C3)C4CCNCC4)N. (3) Drug 1: COC1=C(C=C2C(=C1)N=CN=C2NC3=CC(=C(C=C3)F)Cl)OCCCN4CCOCC4. Drug 2: CC1CCC2CC(C(=CC=CC=CC(CC(C(=O)C(C(C(=CC(C(=O)CC(OC(=O)C3CCCCN3C(=O)C(=O)C1(O2)O)C(C)CC4CCC(C(C4)OC)OCCO)C)C)O)OC)C)C)C)OC. Cell line: RXF 393. Synergy scores: CSS=33.5, Synergy_ZIP=2.05, Synergy_Bliss=2.21, Synergy_Loewe=4.87, Synergy_HSA=6.24. (4) Drug 2: CN(C)C1=NC(=NC(=N1)N(C)C)N(C)C. Synergy scores: CSS=6.89, Synergy_ZIP=-0.755, Synergy_Bliss=4.32, Synergy_Loewe=-1.71, Synergy_HSA=1.90. Cell line: U251. Drug 1: CS(=O)(=O)C1=CC(=C(C=C1)C(=O)NC2=CC(=C(C=C2)Cl)C3=CC=CC=N3)Cl. (5) Drug 1: CN1CCC(CC1)COC2=C(C=C3C(=C2)N=CN=C3NC4=C(C=C(C=C4)Br)F)OC. Drug 2: C1=NC2=C(N1)C(=S)N=CN2. Cell line: UACC62. Synergy scores: CSS=2.48, Synergy_ZIP=-10.7, Synergy_Bliss=-18.8, Synergy_Loewe=-24.7, Synergy_HSA=-18.2. (6) Synergy scores: CSS=11.7, Synergy_ZIP=-3.08, Synergy_Bliss=-0.769, Synergy_Loewe=-0.0568, Synergy_HSA=-2.26. Drug 1: C1C(C(OC1N2C=NC3=C2NC=NCC3O)CO)O. Cell line: SF-539. Drug 2: C(CCl)NC(=O)N(CCCl)N=O. (7) Drug 1: CC12CCC3C(C1CCC2=O)CC(=C)C4=CC(=O)C=CC34C. Drug 2: CC(C)CN1C=NC2=C1C3=CC=CC=C3N=C2N. Cell line: RXF 393. Synergy scores: CSS=27.1, Synergy_ZIP=-0.698, Synergy_Bliss=-1.29, Synergy_Loewe=-1.87, Synergy_HSA=-2.03. (8) Drug 1: CC1=C(N=C(N=C1N)C(CC(=O)N)NCC(C(=O)N)N)C(=O)NC(C(C2=CN=CN2)OC3C(C(C(C(O3)CO)O)O)OC4C(C(C(C(O4)CO)O)OC(=O)N)O)C(=O)NC(C)C(C(C)C(=O)NC(C(C)O)C(=O)NCCC5=NC(=CS5)C6=NC(=CS6)C(=O)NCCC[S+](C)C)O. Drug 2: CN(CC1=CN=C2C(=N1)C(=NC(=N2)N)N)C3=CC=C(C=C3)C(=O)NC(CCC(=O)O)C(=O)O. Cell line: SNB-75. Synergy scores: CSS=23.8, Synergy_ZIP=-3.06, Synergy_Bliss=-1.74, Synergy_Loewe=-1.71, Synergy_HSA=1.31.